Dataset: Peptide-MHC class I binding affinity with 185,985 pairs from IEDB/IMGT. Task: Regression. Given a peptide amino acid sequence and an MHC pseudo amino acid sequence, predict their binding affinity value. This is MHC class I binding data. (1) The MHC is HLA-B58:01 with pseudo-sequence HLA-B58:01. The binding affinity (normalized) is 0.0847. The peptide sequence is PEIRRWIIF. (2) The peptide sequence is SLYPNVCIF. The MHC is HLA-B15:03 with pseudo-sequence HLA-B15:03. The binding affinity (normalized) is 0.852. (3) The peptide sequence is FASPLHVAWR. The MHC is HLA-A02:02 with pseudo-sequence HLA-A02:02. The binding affinity (normalized) is 0.150. (4) The peptide sequence is FFNLLAKEQR. The MHC is HLA-A03:01 with pseudo-sequence HLA-A03:01. The binding affinity (normalized) is 0. (5) The peptide sequence is PIQKETWETW. The MHC is HLA-A68:02 with pseudo-sequence HLA-A68:02. The binding affinity (normalized) is 0.